This data is from Reaction yield outcomes from USPTO patents with 853,638 reactions. The task is: Predict the reaction yield, written as a fraction of the theoretical maximum amount of product (1.0 means a 100% yield; for example, 0.34 means a 34% yield). (1) The reactants are [C:1]1([C:7]2[CH:15]=[C:14]3[C:10]([CH2:11][C:12](=[O:16])[NH:13]3)=[CH:9][CH:8]=2)[CH:6]=[CH:5][CH:4]=[CH:3][CH:2]=1.[NH:17]1[CH2:22][CH2:21][CH2:20][CH2:19][CH2:18]1.[CH2:23](O)[CH3:24]. No catalyst specified. The product is [CH2:12]([N:13]([CH2:23][CH3:24])[CH2:14][CH2:15][CH2:7][C:1]1[CH:6]=[C:21]2[C:22](=[CH:3][CH:2]=1)[NH:17][C:19]([CH:18]=[C:11]1[C:10]3[C:14](=[CH:15][C:7]([C:1]4[CH:2]=[CH:3][CH:4]=[CH:5][CH:6]=4)=[CH:8][CH:9]=3)[NH:13][C:12]1=[O:16])=[CH:20]2)[CH3:11]. The yield is 0.560. (2) The reactants are [OH:1][C:2]1[C:31](OC)=[CH:30][C:5]2[N:6]([C:9]3[S:13][C:12]([C:14]([O:16][CH3:17])=[O:15])=[C:11]([O:18][CH2:19][C:20]4[CH:25]=[CH:24][CH:23]=[CH:22][C:21]=4[C:26]([F:29])([F:28])[F:27])[CH:10]=3)[CH:7]=[N:8][C:4]=2[CH:3]=1.CC([Si](C1C=CC=CC=1)(C1C=CC=CC=1)OC1C=CC2N(C3SC(C(OC)=O)=C(OCC4C=CC=CC=4C(F)(F)F)C=3)C=NC=2C=1)(C)C.[F-].C([N+](CCCC)(CCCC)CCCC)CCC. No catalyst specified. The product is [OH:1][C:2]1[CH:31]=[CH:30][C:5]2[N:6]([C:9]3[S:13][C:12]([C:14]([O:16][CH3:17])=[O:15])=[C:11]([O:18][CH2:19][C:20]4[CH:25]=[CH:24][CH:23]=[CH:22][C:21]=4[C:26]([F:27])([F:29])[F:28])[CH:10]=3)[CH:7]=[N:8][C:4]=2[CH:3]=1. The yield is 0.830. (3) The reactants are [N+:1]([O-:4])(O)=[O:2].[F:5][C:6]1[CH:11]=[CH:10][C:9]([CH2:12][C:13]([OH:15])=[O:14])=[C:8]([CH3:16])[CH:7]=1. No catalyst specified. The product is [F:5][C:6]1[C:11]([N+:1]([O-:4])=[O:2])=[CH:10][C:9]([CH2:12][C:13]([OH:15])=[O:14])=[C:8]([CH3:16])[CH:7]=1. The yield is 0.970. (4) The reactants are [Br:1][CH2:2][C@@H:3]([C:5]1[CH:10]=[CH:9][C:8]([O:11][CH2:12][C:13]2[CH:18]=[CH:17][CH:16]=[CH:15][CH:14]=2)=[C:7]([NH:19][CH:20]=[O:21])[CH:6]=1)[OH:4].N1C=CN=C1.[Si:27](Cl)([C:30]([CH3:33])([CH3:32])[CH3:31])([CH3:29])[CH3:28]. The catalyst is CN(C)C=O.C(OC(C)C)(=O)C. The product is [CH2:12]([O:11][C:8]1[CH:9]=[CH:10][C:5]([C@@H:3]([O:4][Si:27]([C:30]([CH3:33])([CH3:32])[CH3:31])([CH3:29])[CH3:28])[CH2:2][Br:1])=[CH:6][C:7]=1[NH:19][CH:20]=[O:21])[C:13]1[CH:14]=[CH:15][CH:16]=[CH:17][CH:18]=1. The yield is 0.680. (5) The reactants are [F:1][C:2]1([F:29])[CH2:28][CH:5]2[CH:6]([C:18]3[CH:23]=[CH:22][C:21]([O:24]COC)=[CH:20][CH:19]=3)[O:7][C:8]3[CH:9]=[CH:10][C:11]([O:14]COC)=[CH:12][C:13]=3[CH:4]2[CH2:3]1. The catalyst is C1COCC1.Cl.CCOC(C)=O. The product is [F:29][C:2]1([F:1])[CH2:28][C@@H:5]2[C@H:6]([C:18]3[CH:23]=[CH:22][C:21]([OH:24])=[CH:20][CH:19]=3)[O:7][C:8]3[CH:9]=[CH:10][C:11]([OH:14])=[CH:12][C:13]=3[C@@H:4]2[CH2:3]1. The yield is 1.00. (6) The reactants are C([O:8][C:9](=[O:26])[CH2:10][N:11]1[CH2:16][CH2:15][CH2:14][C@@H:13]([NH:17][C:18]([O:20][C:21]([CH3:24])([CH3:23])[CH3:22])=[O:19])[C:12]1=[O:25])C1C=CC=CC=1.[H][H]. The catalyst is [Pd].C(O)C. The product is [C:21]([O:20][C:18]([NH:17][C@@H:13]1[CH2:14][CH2:15][CH2:16][N:11]([CH2:10][C:9]([OH:26])=[O:8])[C:12]1=[O:25])=[O:19])([CH3:24])([CH3:22])[CH3:23]. The yield is 0.950. (7) The reactants are [OH:1][CH:2]([CH3:9])[CH2:3][C:4]([O:6][CH2:7][CH3:8])=[O:5].P([O-])([O-])([O-])=O.[K+].[K+].[K+]. No catalyst specified. The product is [OH:1][C@@H:2]([CH3:9])[CH2:3][C:4]([O:6][CH2:7][CH3:8])=[O:5]. The yield is 0.970.